This data is from Peptide-MHC class I binding affinity with 185,985 pairs from IEDB/IMGT. The task is: Regression. Given a peptide amino acid sequence and an MHC pseudo amino acid sequence, predict their binding affinity value. This is MHC class I binding data. The peptide sequence is EFTTFVEIV. The MHC is H-2-Kb with pseudo-sequence H-2-Kb. The binding affinity (normalized) is 0.